The task is: Predict the reactants needed to synthesize the given product.. This data is from Full USPTO retrosynthesis dataset with 1.9M reactions from patents (1976-2016). (1) Given the product [S:18]1[CH:19]=[CH:20][C:16]([CH2:2][CH:3]2[CH2:8][CH2:7][CH2:6][NH:5][CH2:4]2)=[CH:17]1, predict the reactants needed to synthesize it. The reactants are: O[CH:2]([C:16]1[CH:20]=[CH:19][S:18][CH:17]=1)[CH:3]1[CH2:8][CH2:7][CH2:6][N:5](C(OC(C)(C)C)=O)[CH2:4]1.FC(F)(F)C(O)=O.C([SiH](CC)CC)C. (2) Given the product [OH:42][CH2:41][C@@H:37]1[CH2:38][CH2:39][CH2:40][N:36]1[C:30](=[O:31])[CH:29]([C:26]1[CH:27]=[CH:28][C:23]([C:21]2[CH:20]=[N:19][N:18]3[C:14]([C:10]4[CH:9]=[C:8]([NH:7][C:5]([NH:4][CH2:3][C:2]([F:1])([F:34])[F:35])=[O:6])[CH:13]=[CH:12][CH:11]=4)=[CH:15][N:16]=[C:17]3[CH:22]=2)=[CH:24][CH:25]=1)[CH3:33], predict the reactants needed to synthesize it. The reactants are: [F:1][C:2]([F:35])([F:34])[CH2:3][NH:4][C:5]([NH:7][C:8]1[CH:9]=[C:10]([C:14]2[N:18]3[N:19]=[CH:20][C:21]([C:23]4[CH:28]=[CH:27][C:26]([CH:29]([CH3:33])[C:30](O)=[O:31])=[CH:25][CH:24]=4)=[CH:22][C:17]3=[N:16][CH:15]=2)[CH:11]=[CH:12][CH:13]=1)=[O:6].[NH:36]1[CH2:40][CH2:39][CH2:38][C@H:37]1[CH2:41][OH:42].